Dataset: Peptide-MHC class I binding affinity with 185,985 pairs from IEDB/IMGT. Task: Regression. Given a peptide amino acid sequence and an MHC pseudo amino acid sequence, predict their binding affinity value. This is MHC class I binding data. (1) The peptide sequence is WPTPKTHPV. The MHC is HLA-B44:02 with pseudo-sequence HLA-B44:02. The binding affinity (normalized) is 0.213. (2) The peptide sequence is GLQSQQGHLA. The MHC is Patr-A0101 with pseudo-sequence Patr-A0101. The binding affinity (normalized) is 0. (3) The peptide sequence is WLKIKRDYL. The MHC is HLA-A29:02 with pseudo-sequence HLA-A29:02. The binding affinity (normalized) is 0. (4) The peptide sequence is QLPQFEEI. The MHC is H-2-Kb with pseudo-sequence H-2-Kb. The binding affinity (normalized) is 0.0810. (5) The peptide sequence is EMWAQDAAM. The MHC is HLA-B37:01 with pseudo-sequence HLA-B37:01. The binding affinity (normalized) is 0.103.